From a dataset of Reaction yield outcomes from USPTO patents with 853,638 reactions. Predict the reaction yield, written as a fraction of the theoretical maximum amount of product (1.0 means a 100% yield; for example, 0.34 means a 34% yield). (1) The reactants are Cl[CH2:2][C:3]1[CH:8]=[CH:7][C:6]([O:9][C:10]2[CH:15]=[CH:14][CH:13]=[C:12]([C:16]([F:19])([F:18])[F:17])[CH:11]=2)=[C:5]([C:20]([F:23])([F:22])[F:21])[CH:4]=1.[CH3:24][O:25][C:26]1[N:31]=[CH:30][C:29]([CH2:32][C:33]2[C:34](=[O:40])[NH:35][C:36](=[S:39])[NH:37][CH:38]=2)=[CH:28][N:27]=1.CCN(C(C)C)C(C)C. The catalyst is ClCCCl. The product is [CH3:24][O:25][C:26]1[N:27]=[CH:28][C:29]([CH2:32][C:33]2[C:34](=[O:40])[N:35]=[C:36]([S:39][CH2:2][C:3]3[CH:8]=[CH:7][C:6]([O:9][C:10]4[CH:15]=[CH:14][CH:13]=[C:12]([C:16]([F:19])([F:18])[F:17])[CH:11]=4)=[C:5]([C:20]([F:23])([F:22])[F:21])[CH:4]=3)[NH:37][CH:38]=2)=[CH:30][N:31]=1. The yield is 0.0440. (2) The reactants are [Cl:1][C:2]1[CH:3]=[C:4]2[C:8](=[CH:9][CH:10]=1)[N:7]([C:11]1[N:15]([CH3:16])[N:14]=[C:13]([CH3:17])[C:12]=1[CH2:18][NH:19][S:20]([NH2:23])(=[O:22])=[O:21])[CH:6]=[CH:5]2.C[C:25]1[CH:45]=[CH:44][CH:43]=C([N+]([O-])=O)[C:26]=1[C:27](O[C:27](=[O:28])[C:26]1C([N+]([O-])=O)=[CH:43][CH:44]=[CH:45][C:25]=1C)=[O:28].C(O)(=O)CCCCC.[Cl-].[NH4+]. The catalyst is CN(C)C1C=CN=CC=1.C(#N)C.C(N(CC)CC)C. The product is [Cl:1][C:2]1[CH:3]=[C:4]2[C:8](=[CH:9][CH:10]=1)[N:7]([C:11]1[N:15]([CH3:16])[N:14]=[C:13]([CH3:17])[C:12]=1[CH2:18][NH:19][S:20]([NH:23][C:27](=[O:28])[CH2:26][CH2:25][CH2:45][CH2:44][CH3:43])(=[O:22])=[O:21])[CH:6]=[CH:5]2. The yield is 0.660. (3) The reactants are [Cl:1][C:2]1[CH:3]=[C:4]([CH:6]=[CH:7][C:8]=1[O:9][C:10]1[C:19]2[C:14](=[CH:15][C:16]([O:22][CH3:23])=[C:17]([O:20][CH3:21])[CH:18]=2)[N:13]=[CH:12][N:11]=1)[NH2:5].C(N(CC)CC)C.ClC(Cl)(O[C:35](=[O:41])OC(Cl)(Cl)Cl)Cl.Cl.[NH2:44][C:45]1[S:46][C:47]([CH3:51])=[C:48]([CH3:50])[N:49]=1. The catalyst is C(Cl)(Cl)Cl.O. The product is [Cl:1][C:2]1[CH:3]=[C:4]([NH:5][C:35]([NH:44][C:45]2[S:46][C:47]([CH3:51])=[C:48]([CH3:50])[N:49]=2)=[O:41])[CH:6]=[CH:7][C:8]=1[O:9][C:10]1[C:19]2[C:14](=[CH:15][C:16]([O:22][CH3:23])=[C:17]([O:20][CH3:21])[CH:18]=2)[N:13]=[CH:12][N:11]=1. The yield is 0.680. (4) The reactants are Br[C:2]1[CH:3]=[C:4]2[C:8](=[CH:9][CH:10]=1)[N:7]([CH3:11])[C:6]([CH:12]1[CH2:16][CH2:15][N:14]([C:17]([O:19][C:20]([CH3:23])([CH3:22])[CH3:21])=[O:18])[CH2:13]1)=[CH:5]2.[Li]CCCC.CON(C)[C:32](=[O:36])[CH2:33][CH2:34][CH3:35]. The catalyst is C1COCC1. The product is [C:32]([C:2]1[CH:3]=[C:4]2[C:8](=[CH:9][CH:10]=1)[N:7]([CH3:11])[C:6]([CH:12]1[CH2:16][CH2:15][N:14]([C:17]([O:19][C:20]([CH3:23])([CH3:22])[CH3:21])=[O:18])[CH2:13]1)=[CH:5]2)(=[O:36])[CH2:33][CH2:34][CH3:35]. The yield is 0.700. (5) The reactants are [OH-].[K+].[C:3]([OH:11])(=[S:10])[C:4]1[CH:9]=[CH:8][CH:7]=[CH:6][CH:5]=1.[NH2:12]OS(O)(=O)=O.C(OC(=O)C1C=CC=CC=1)(=O)C1C=CC=CC=1. The catalyst is O. The yield is 0.640. The product is [C:3]([S:10][NH2:12])(=[O:11])[C:4]1[CH:9]=[CH:8][CH:7]=[CH:6][CH:5]=1. (6) The reactants are Br[C:2]1[CH:3]=[C:4]([NH2:9])[C:5]([F:8])=[N:6][CH:7]=1.[CH3:10][N:11]([CH3:15])[CH2:12][C:13]#[CH:14].C(=O)([O-])[O-].[Cs+].[Cs+].CC(C1C=C(C(C)C)C(C2C=CC=CC=2P(C2CCCCC2)C2CCCCC2)=C(C(C)C)C=1)C. The catalyst is CN(C=O)C.CC#N.CC#N.Cl[Pd]Cl. The product is [CH3:10][N:11]([CH3:15])[CH2:12][C:13]#[C:14][C:2]1[CH:3]=[C:4]([NH2:9])[C:5]([F:8])=[N:6][CH:7]=1. The yield is 0.450.